This data is from Forward reaction prediction with 1.9M reactions from USPTO patents (1976-2016). The task is: Predict the product of the given reaction. (1) Given the reactants Br[C:2]1[S:3][CH:4]=[C:5]([CH2:7][O:8][N:9]=[C:10]([N:17]2[C:21]([CH3:22])=[N:20][N:19]=[N:18]2)[C:11]2[CH:16]=[CH:15][CH:14]=[CH:13][CH:12]=2)[N:6]=1.N#N.[CH:25]1([C:28]#[CH:29])[CH2:27][CH2:26]1.C(N(CC)CC)C, predict the reaction product. The product is: [CH:25]1([C:28]#[C:29][C:2]2[S:3][CH:4]=[C:5]([CH2:7][O:8][N:9]=[C:10]([N:17]3[C:21]([CH3:22])=[N:20][N:19]=[N:18]3)[C:11]3[CH:16]=[CH:15][CH:14]=[CH:13][CH:12]=3)[N:6]=2)[CH2:27][CH2:26]1. (2) Given the reactants [Cl:1][C:2]1[C:11]2[N:10]=[C:9]([CH3:12])[C:8]([CH2:13][C:14]3[CH:19]=[CH:18][C:17]([Cl:20])=[CH:16][CH:15]=3)=[C:7]([CH3:21])[C:6]=2[C:5]([OH:22])=[CH:4][CH:3]=1.CN(C)C=O.C(=O)([O-])[O-].[K+].[K+].Br[CH2:35][C:36]#[N:37], predict the reaction product. The product is: [Cl:1][C:2]1[CH:3]=[CH:4][C:5]([O:22][CH2:35][C:36]#[N:37])=[C:6]2[C:11]=1[N:10]=[C:9]([CH3:12])[C:8]([CH2:13][C:14]1[CH:19]=[CH:18][C:17]([Cl:20])=[CH:16][CH:15]=1)=[C:7]2[CH3:21]. (3) The product is: [Br:5][C:6]1[CH:7]=[N:8][CH:9]=[C:10]2[C:15]=1[N:14]=[C:13]([C:16]([NH:26][CH2:25][C:24]1[CH:27]=[CH:28][C:21]([O:20][CH3:19])=[CH:22][CH:23]=1)=[O:18])[CH:12]=[CH:11]2. Given the reactants S(Cl)(Cl)=O.[Br:5][C:6]1[CH:7]=[N:8][CH:9]=[C:10]2[C:15]=1[N:14]=[C:13]([C:16]([OH:18])=O)[CH:12]=[CH:11]2.[CH3:19][O:20][C:21]1[CH:28]=[CH:27][C:24]([CH2:25][NH2:26])=[CH:23][CH:22]=1.C(N(CC)CC)C.C([O-])(O)=O.[Na+], predict the reaction product. (4) Given the reactants [C:1]([C:4]1[CH:9]=[CH:8][CH:7]=[CH:6][CH:5]=1)(=O)[CH3:2].[Br:10][C:11]1[CH:18]=[CH:17][C:14]([CH:15]=O)=[CH:13][CH:12]=1.C[O-].[Na+].Cl.[C:23]([NH2:31])(=[NH:30])[C:24]1[CH:29]=[CH:28][CH:27]=[CH:26][CH:25]=1.[OH-].[Na+], predict the reaction product. The product is: [Br:10][C:11]1[CH:18]=[CH:17][C:14]([C:15]2[CH:2]=[C:1]([C:4]3[CH:9]=[CH:8][CH:7]=[CH:6][CH:5]=3)[N:31]=[C:23]([C:24]3[CH:29]=[CH:28][CH:27]=[CH:26][CH:25]=3)[N:30]=2)=[CH:13][CH:12]=1.